This data is from NCI-60 drug combinations with 297,098 pairs across 59 cell lines. The task is: Regression. Given two drug SMILES strings and cell line genomic features, predict the synergy score measuring deviation from expected non-interaction effect. (1) Drug 1: CCC(=C(C1=CC=CC=C1)C2=CC=C(C=C2)OCCN(C)C)C3=CC=CC=C3.C(C(=O)O)C(CC(=O)O)(C(=O)O)O. Drug 2: CC1=C2C(C(=O)C3(C(CC4C(C3C(C(C2(C)C)(CC1OC(=O)C(C(C5=CC=CC=C5)NC(=O)OC(C)(C)C)O)O)OC(=O)C6=CC=CC=C6)(CO4)OC(=O)C)O)C)O. Cell line: HCT116. Synergy scores: CSS=45.9, Synergy_ZIP=33.9, Synergy_Bliss=31.3, Synergy_Loewe=28.4, Synergy_HSA=27.0. (2) Drug 1: CCN(CC)CCNC(=O)C1=C(NC(=C1C)C=C2C3=C(C=CC(=C3)F)NC2=O)C. Drug 2: CNC(=O)C1=NC=CC(=C1)OC2=CC=C(C=C2)NC(=O)NC3=CC(=C(C=C3)Cl)C(F)(F)F. Cell line: TK-10. Synergy scores: CSS=-4.12, Synergy_ZIP=3.29, Synergy_Bliss=3.38, Synergy_Loewe=-4.51, Synergy_HSA=-1.83. (3) Drug 1: CCC(=C(C1=CC=CC=C1)C2=CC=C(C=C2)OCCN(C)C)C3=CC=CC=C3.C(C(=O)O)C(CC(=O)O)(C(=O)O)O. Drug 2: C1=NC2=C(N1)C(=S)N=CN2. Cell line: OVCAR3. Synergy scores: CSS=50.6, Synergy_ZIP=-1.22, Synergy_Bliss=-1.81, Synergy_Loewe=-30.3, Synergy_HSA=0.207. (4) Drug 1: CC1OCC2C(O1)C(C(C(O2)OC3C4COC(=O)C4C(C5=CC6=C(C=C35)OCO6)C7=CC(=C(C(=C7)OC)O)OC)O)O. Drug 2: CC1=C(C=C(C=C1)NC(=O)C2=CC=C(C=C2)CN3CCN(CC3)C)NC4=NC=CC(=N4)C5=CN=CC=C5. Cell line: HCT-15. Synergy scores: CSS=54.5, Synergy_ZIP=1.26, Synergy_Bliss=2.41, Synergy_Loewe=-16.9, Synergy_HSA=2.38. (5) Drug 1: CNC(=O)C1=CC=CC=C1SC2=CC3=C(C=C2)C(=NN3)C=CC4=CC=CC=N4. Drug 2: C1CN(P(=O)(OC1)NCCCl)CCCl. Cell line: HOP-92. Synergy scores: CSS=1.22, Synergy_ZIP=1.95, Synergy_Bliss=1.19, Synergy_Loewe=0.220, Synergy_HSA=-1.32. (6) Drug 1: CC1C(C(CC(O1)OC2CC(CC3=C2C(=C4C(=C3O)C(=O)C5=C(C4=O)C(=CC=C5)OC)O)(C(=O)CO)O)N)O. Drug 2: C1CC(CCC1OC2=C(C(=CC=C2)Cl)F)(CC3=NC(=CC=C3)NC4=NC=CS4)C(=O)O. Cell line: SW-620. Synergy scores: CSS=69.0, Synergy_ZIP=0.900, Synergy_Bliss=-0.332, Synergy_Loewe=-13.0, Synergy_HSA=4.40. (7) Drug 1: CC1=C(C(=O)C2=C(C1=O)N3CC4C(C3(C2COC(=O)N)OC)N4)N. Drug 2: CC(C)CN1C=NC2=C1C3=CC=CC=C3N=C2N. Cell line: NCI-H226. Synergy scores: CSS=16.1, Synergy_ZIP=-1.76, Synergy_Bliss=3.89, Synergy_Loewe=-3.65, Synergy_HSA=0.549. (8) Drug 1: CC12CCC3C(C1CCC2=O)CC(=C)C4=CC(=O)C=CC34C. Drug 2: CCC1=CC2CC(C3=C(CN(C2)C1)C4=CC=CC=C4N3)(C5=C(C=C6C(=C5)C78CCN9C7C(C=CC9)(C(C(C8N6C)(C(=O)OC)O)OC(=O)C)CC)OC)C(=O)OC.C(C(C(=O)O)O)(C(=O)O)O. Cell line: BT-549. Synergy scores: CSS=59.9, Synergy_ZIP=-1.65, Synergy_Bliss=-3.12, Synergy_Loewe=-7.05, Synergy_HSA=-0.439. (9) Drug 1: C1=NC2=C(N1)C(=S)N=C(N2)N. Drug 2: CCC1(CC2CC(C3=C(CCN(C2)C1)C4=CC=CC=C4N3)(C5=C(C=C6C(=C5)C78CCN9C7C(C=CC9)(C(C(C8N6C=O)(C(=O)OC)O)OC(=O)C)CC)OC)C(=O)OC)O.OS(=O)(=O)O. Cell line: MDA-MB-435. Synergy scores: CSS=45.6, Synergy_ZIP=5.21, Synergy_Bliss=8.42, Synergy_Loewe=-9.76, Synergy_HSA=9.20.